This data is from Catalyst prediction with 721,799 reactions and 888 catalyst types from USPTO. The task is: Predict which catalyst facilitates the given reaction. Reactant: [CH2:1]([O:3][C:4](=[O:12])[C:5]1[CH:10]=[CH:9][CH:8]=[N:7][C:6]=1Cl)[CH3:2].Cl.[CH2:14]([O:21][NH2:22])[C:15]1[CH:20]=[CH:19][CH:18]=[CH:17][CH:16]=1.C(N(CC)C(C)C)(C)C. Product: [CH2:14]([O:21][NH:22][C:6]1[N:7]=[CH:8][CH:9]=[CH:10][C:5]=1[C:4]([O:3][CH2:1][CH3:2])=[O:12])[C:15]1[CH:20]=[CH:19][CH:18]=[CH:17][CH:16]=1. The catalyst class is: 12.